This data is from Forward reaction prediction with 1.9M reactions from USPTO patents (1976-2016). The task is: Predict the product of the given reaction. (1) Given the reactants [CH3:1][O:2][C:3](=[O:23])[C:4]1[CH:9]=[C:8]([C:10](=[O:14])[CH2:11][CH2:12][CH3:13])[C:7]([C:15]([F:18])([F:17])[F:16])=[CH:6][C:5]=1[NH:19]C(=O)C.O.OS(O)(=O)=O, predict the reaction product. The product is: [CH3:1][O:2][C:3](=[O:23])[C:4]1[CH:9]=[C:8]([C:10](=[O:14])[CH2:11][CH2:12][CH3:13])[C:7]([C:15]([F:17])([F:18])[F:16])=[CH:6][C:5]=1[NH2:19]. (2) Given the reactants [CH:1]([C:3]1[S:7][C:6]([NH:8][C:9](=[O:11])[CH3:10])=[N:5][CH:4]=1)=O.[CH2:12]([CH:19]1[CH2:24][CH2:23][NH:22][CH2:21][CH2:20]1)[C:13]1[CH:18]=[CH:17][CH:16]=[CH:15][CH:14]=1, predict the reaction product. The product is: [CH2:12]([CH:19]1[CH2:24][CH2:23][N:22]([CH2:1][C:3]2[S:7][C:6]([NH:8][C:9](=[O:11])[CH3:10])=[N:5][CH:4]=2)[CH2:21][CH2:20]1)[C:13]1[CH:18]=[CH:17][CH:16]=[CH:15][CH:14]=1. (3) Given the reactants [NH2:1][C:2]1[CH:3]=[C:4]([OH:9])[CH:5]=[CH:6][C:7]=1[Cl:8].C(S[C:15](=[O:29])[CH:16]([CH2:20][C:21]1[CH:26]=[CH:25][C:24]([C:27]#[N:28])=[CH:23][CH:22]=1)[C:17](=[O:19])[CH3:18])(C)(C)C, predict the reaction product. The product is: [Cl:8][C:7]1[CH:6]=[CH:5][C:4]([OH:9])=[CH:3][C:2]=1[NH:1][C:15](=[O:29])[CH:16]([CH2:20][C:21]1[CH:22]=[CH:23][C:24]([C:27]#[N:28])=[CH:25][CH:26]=1)[C:17](=[O:19])[CH3:18].